From a dataset of NCI-60 drug combinations with 297,098 pairs across 59 cell lines. Regression. Given two drug SMILES strings and cell line genomic features, predict the synergy score measuring deviation from expected non-interaction effect. (1) Drug 1: CCC1=C2CN3C(=CC4=C(C3=O)COC(=O)C4(CC)O)C2=NC5=C1C=C(C=C5)O. Drug 2: CC1CCCC2(C(O2)CC(NC(=O)CC(C(C(=O)C(C1O)C)(C)C)O)C(=CC3=CSC(=N3)C)C)C. Cell line: NCI-H226. Synergy scores: CSS=23.0, Synergy_ZIP=-8.00, Synergy_Bliss=-11.7, Synergy_Loewe=-8.38, Synergy_HSA=-7.55. (2) Drug 1: C1=CC(=CC=C1CCCC(=O)O)N(CCCl)CCCl. Drug 2: C1=CN(C=N1)CC(O)(P(=O)(O)O)P(=O)(O)O. Cell line: HL-60(TB). Synergy scores: CSS=62.7, Synergy_ZIP=-5.96, Synergy_Bliss=-11.6, Synergy_Loewe=-13.3, Synergy_HSA=-10.2. (3) Drug 1: CC12CCC(CC1=CCC3C2CCC4(C3CC=C4C5=CN=CC=C5)C)O. Drug 2: CC1C(C(CC(O1)OC2CC(OC(C2O)C)OC3=CC4=CC5=C(C(=O)C(C(C5)C(C(=O)C(C(C)O)O)OC)OC6CC(C(C(O6)C)O)OC7CC(C(C(O7)C)O)OC8CC(C(C(O8)C)O)(C)O)C(=C4C(=C3C)O)O)O)O. Cell line: HT29. Synergy scores: CSS=3.73, Synergy_ZIP=-0.766, Synergy_Bliss=0.816, Synergy_Loewe=-1.52, Synergy_HSA=-0.958. (4) Drug 1: CC1=C2C(C(=O)C3(C(CC4C(C3C(C(C2(C)C)(CC1OC(=O)C(C(C5=CC=CC=C5)NC(=O)OC(C)(C)C)O)O)OC(=O)C6=CC=CC=C6)(CO4)OC(=O)C)OC)C)OC. Drug 2: C1CN1P(=S)(N2CC2)N3CC3. Cell line: SF-539. Synergy scores: CSS=59.7, Synergy_ZIP=0.601, Synergy_Bliss=4.21, Synergy_Loewe=5.40, Synergy_HSA=8.43. (5) Drug 1: C1C(C(OC1N2C=C(C(=O)NC2=O)F)CO)O. Drug 2: CS(=O)(=O)CCNCC1=CC=C(O1)C2=CC3=C(C=C2)N=CN=C3NC4=CC(=C(C=C4)OCC5=CC(=CC=C5)F)Cl. Cell line: HOP-62. Synergy scores: CSS=12.5, Synergy_ZIP=-5.64, Synergy_Bliss=-3.71, Synergy_Loewe=-7.83, Synergy_HSA=-1.45. (6) Drug 1: CS(=O)(=O)C1=CC(=C(C=C1)C(=O)NC2=CC(=C(C=C2)Cl)C3=CC=CC=N3)Cl. Drug 2: C1C(C(OC1N2C=NC3=C(N=C(N=C32)Cl)N)CO)O. Cell line: HCT-15. Synergy scores: CSS=3.17, Synergy_ZIP=0.845, Synergy_Bliss=-4.95, Synergy_Loewe=-9.61, Synergy_HSA=-4.90. (7) Drug 1: CN1C2=C(C=C(C=C2)N(CCCl)CCCl)N=C1CCCC(=O)O.Cl. Drug 2: COCCOC1=C(C=C2C(=C1)C(=NC=N2)NC3=CC=CC(=C3)C#C)OCCOC.Cl. Cell line: T-47D. Synergy scores: CSS=1.89, Synergy_ZIP=-3.07, Synergy_Bliss=-2.48, Synergy_Loewe=-0.939, Synergy_HSA=-0.717.